Dataset: Reaction yield outcomes from USPTO patents with 853,638 reactions. Task: Predict the reaction yield, written as a fraction of the theoretical maximum amount of product (1.0 means a 100% yield; for example, 0.34 means a 34% yield). (1) The reactants are [Br:1][C:2]1[CH:10]=[C:9]([C:11]([F:14])([F:13])[F:12])[CH:8]=[CH:7][C:3]=1[C:4]([OH:6])=[O:5].[C:15](=O)([O-])[O-].[K+].[K+].CI.O. The catalyst is CN(C=O)C. The product is [CH3:15][O:5][C:4](=[O:6])[C:3]1[CH:7]=[CH:8][C:9]([C:11]([F:12])([F:13])[F:14])=[CH:10][C:2]=1[Br:1]. The yield is 0.830. (2) The reactants are [Cl:1][C:2]1[C:11]([Cl:12])=[CH:10][C:5]2[NH:6][C:7](=O)[NH:8][C:4]=2[CH:3]=1.[OH-].[Na+].O=P(Cl)(Cl)[Cl:17]. No catalyst specified. The product is [Cl:17][C:7]1[NH:6][C:5]2[CH:10]=[C:11]([Cl:12])[C:2]([Cl:1])=[CH:3][C:4]=2[N:8]=1. The yield is 0.900. (3) The reactants are Cl[C:2]1[C:7]([NH2:8])=[C:6]([Cl:9])[N:5]=[CH:4][N:3]=1.[C:10]([N:17]1[CH2:22][CH2:21][NH:20][CH2:19][CH2:18]1)([O:12][C:13]([CH3:16])([CH3:15])[CH3:14])=[O:11]. The catalyst is C1(C)C=CC=CC=1. The product is [C:13]([O:12][C:10]([N:17]1[CH2:22][CH2:21][N:20]([C:2]2[C:7]([NH2:8])=[C:6]([Cl:9])[N:5]=[CH:4][N:3]=2)[CH2:19][CH2:18]1)=[O:11])([CH3:16])([CH3:14])[CH3:15]. The yield is 0.990. (4) The reactants are C[N:2](C)[CH:3]=[CH:4][C:5]([C:7]1[C:12](=[O:13])[CH:11]=[CH:10][N:9]([C:14]2[CH:19]=[CH:18][CH:17]=[C:16]([F:20])[CH:15]=2)[N:8]=1)=O.[C:22]1([NH:28]N)[CH:27]=[CH:26][CH:25]=[CH:24][CH:23]=1. The catalyst is CO. The product is [F:20][C:16]1[CH:15]=[C:14]([N:9]2[CH:10]=[CH:11][C:12](=[O:13])[C:7]([C:5]3[N:28]([C:22]4[CH:27]=[CH:26][CH:25]=[CH:24][CH:23]=4)[N:2]=[CH:3][CH:4]=3)=[N:8]2)[CH:19]=[CH:18][CH:17]=1. The yield is 0.170. (5) The catalyst is C(OCC)(=O)C.[Cl-].[NH4+]. The reactants are C1([C@@H]([N:10]2[CH:14]=[C:13]([C:15]3[C:16]4[CH:23]=[CH:22][N:21]([CH2:24][O:25][CH2:26][CH2:27][Si:28]([CH3:31])([CH3:30])[CH3:29])[C:17]=4[N:18]=[CH:19][N:20]=3)[CH:12]=[N:11]2)CC#N)CCCC1.C(#N)C.CC(C)([O-])C.[K+].C1COCC1. The product is [NH:10]1[CH:14]=[C:13]([C:15]2[C:16]3[CH:23]=[CH:22][N:21]([CH2:24][O:25][CH2:26][CH2:27][Si:28]([CH3:31])([CH3:30])[CH3:29])[C:17]=3[N:18]=[CH:19][N:20]=2)[CH:12]=[N:11]1. The yield is 0.880. (6) The reactants are [F:1][C:2]1[C:11]2[CH2:10][N:9]([C@H:12]([CH:16]([CH3:18])[CH3:17])[C:13]([OH:15])=O)[C:8](=[O:19])[C:7]3=[CH:20][NH:21][C:5]([C:6]=23)=[N:4][CH:3]=1.C1C=C2N=NN(O)C2=CC=1.O.CCN=C=NCCCN(C)C.Cl.Cl.[F:46][C:47]1([F:51])[CH2:50][NH:49][CH2:48]1.CN1CCOCC1. The catalyst is CN(C=O)C. The product is [F:46][C:47]1([F:51])[CH2:50][N:49]([C:13](=[O:15])[C@H:12]([N:9]2[C:8](=[O:19])[C:7]3=[CH:20][NH:21][C:5]4[C:6]3=[C:11]([C:2]([F:1])=[CH:3][N:4]=4)[CH2:10]2)[CH:16]([CH3:18])[CH3:17])[CH2:48]1. The yield is 0.530. (7) The reactants are [C:1]([O:5][C:6]([N:8]1[CH2:13][CH2:12][CH2:11][C:10]([CH2:15]O)([CH3:14])[CH2:9]1)=[O:7])([CH3:4])([CH3:3])[CH3:2].CCN(CC)CC.[CH3:24][S:25](Cl)(=[O:27])=[O:26].CCOCC. The catalyst is C(Cl)Cl. The product is [C:1]([O:5][C:6]([N:8]1[CH2:13][CH2:12][CH2:11][C:10]([CH2:15][S:25]([CH3:24])(=[O:27])=[O:26])([CH3:14])[CH2:9]1)=[O:7])([CH3:4])([CH3:3])[CH3:2]. The yield is 0.931.